Task: Predict which catalyst facilitates the given reaction.. Dataset: Catalyst prediction with 721,799 reactions and 888 catalyst types from USPTO (1) Reactant: [Cl:1][C:2]1[CH:7]=[CH:6][CH:5]=[CH:4][C:3]=1[C:8]1[O:12][CH:11]=[N:10][C:9]=1[C:13]([O:15][CH3:16])=[O:14].[Li+].C[Si]([N-][Si](C)(C)C)(C)C.[I:27]I.S([O-])([O-])(=O)=S.[Na+].[Na+]. Product: [Cl:1][C:2]1[CH:7]=[CH:6][CH:5]=[CH:4][C:3]=1[C:8]1[O:12][C:11]([I:27])=[N:10][C:9]=1[C:13]([O:15][CH3:16])=[O:14]. The catalyst class is: 1. (2) Reactant: [F:1][C:2]([F:17])([S:13]([O-:16])(=[O:15])=[O:14])[C:3]([F:12])([F:11])[C:4]([F:10])([F:9])[C:5]([F:8])([F:7])[F:6].[K+].[Br-].[O:20]=[C:21]([C:28]([CH3:31])([CH3:30])[CH3:29])[CH2:22][S+:23]1[CH2:27][CH2:26][CH2:25][CH2:24]1. Product: [F:17][C:2]([F:1])([S:13]([O-:16])(=[O:15])=[O:14])[C:3]([F:11])([F:12])[C:4]([F:10])([F:9])[C:5]([F:8])([F:7])[F:6].[O:20]=[C:21]([C:28]([CH3:31])([CH3:30])[CH3:29])[CH2:22][S+:23]1[CH2:27][CH2:26][CH2:25][CH2:24]1. The catalyst class is: 72. (3) Reactant: [Cl:1][C:2]1[CH:7]=[CH:6][C:5]([C:8]2([C:13]3[CH:18]=[CH:17][C:16]([N+:19]([O-:21])=O)=[CH:15][CH:14]=3)[O:12][CH2:11][CH2:10][O:9]2)=[CH:4][CH:3]=1.[I:22][C:23]1[CH:24]=[C:25]([CH2:29]C#N)[CH:26]=[CH:27][CH:28]=1.[OH-].[Na+]. Product: [Cl:1][C:2]1[CH:3]=[CH:4][C:5]([C:8]2([C:13]3[CH:14]=[CH:15][C:16]4=[N:19][O:21][C:29]([C:25]5[CH:26]=[CH:27][CH:28]=[C:23]([I:22])[CH:24]=5)=[C:17]4[CH:18]=3)[O:9][CH2:10][CH2:11][O:12]2)=[CH:6][CH:7]=1. The catalyst class is: 5.